Dataset: Full USPTO retrosynthesis dataset with 1.9M reactions from patents (1976-2016). Task: Predict the reactants needed to synthesize the given product. (1) Given the product [CH2:28]([O:35][CH2:36][CH2:37][NH:38][C:24]([C:23]1[CH:22]=[N:21][N:5]2[C:6]([CH3:20])=[C:7]([CH2:8][C:9]3[CH:14]=[CH:13][CH:12]=[C:11]([O:15][C:16]([F:18])([F:19])[F:17])[CH:10]=3)[C:2]([CH3:1])=[N:3][C:4]=12)=[O:26])[C:29]1[CH:34]=[CH:33][CH:32]=[CH:31][CH:30]=1, predict the reactants needed to synthesize it. The reactants are: [CH3:1][C:2]1[C:7]([CH2:8][C:9]2[CH:14]=[CH:13][CH:12]=[C:11]([O:15][C:16]([F:19])([F:18])[F:17])[CH:10]=2)=[C:6]([CH3:20])[N:5]2[N:21]=[CH:22][C:23]([C:24]([OH:26])=O)=[C:4]2[N:3]=1.Cl.[CH2:28]([O:35][CH2:36][CH2:37][NH2:38])[C:29]1[CH:34]=[CH:33][CH:32]=[CH:31][CH:30]=1. (2) The reactants are: [CH3:1][CH:2]([O:4][C:5]1[CH:12]=[CH:11][C:10]([C:13]2[O:17][N:16]=[C:15]([C:18]3[C:28]4[O:27][CH2:26][CH2:25][NH:24][CH2:23][C:22]=4[CH:21]=[CH:20][CH:19]=3)[N:14]=2)=[CH:9][C:6]=1[C:7]#[N:8])[CH3:3].C(N(CC)C(C)C)(C)C.Br[CH2:39][CH2:40][CH2:41][CH2:42][C:43]([O:45][CH2:46][CH3:47])=[O:44]. Given the product [C:7]([C:6]1[CH:9]=[C:10]([C:13]2[O:17][N:16]=[C:15]([C:18]3[C:28]4[O:27][CH2:26][CH2:25][N:24]([CH2:39][CH2:40][CH2:41][CH2:42][C:43]([O:45][CH2:46][CH3:47])=[O:44])[CH2:23][C:22]=4[CH:21]=[CH:20][CH:19]=3)[N:14]=2)[CH:11]=[CH:12][C:5]=1[O:4][CH:2]([CH3:1])[CH3:3])#[N:8], predict the reactants needed to synthesize it. (3) Given the product [ClH:5].[CH3:25][S:22]([N:19]1[CH2:20][CH2:21][NH:16][CH2:17][CH2:18]1)(=[O:24])=[O:23], predict the reactants needed to synthesize it. The reactants are: CS([Cl:5])(=O)=O.C(N1CCNCC1)=O.C([N:16]1[CH2:21][CH2:20][N:19]([S:22]([CH3:25])(=[O:24])=[O:23])[CH2:18][CH2:17]1)=O.Cl. (4) The reactants are: C[O:2][C:3](=[O:17])[C@H:4]([CH3:16])[NH:5][C:6](=[O:15])[C:7]1[CH:12]=[CH:11][C:10]([CH3:13])=[CH:9][C:8]=1[CH3:14].[OH-].[K+]. Given the product [CH3:14][C:8]1[CH:9]=[C:10]([CH3:13])[CH:11]=[CH:12][C:7]=1[C:6]([NH:5][C@H:4]([C:3]([OH:17])=[O:2])[CH3:16])=[O:15], predict the reactants needed to synthesize it. (5) Given the product [Cl:1][C:2]1[CH:3]=[C:4]([CH:9]2[CH2:13][N:12]([C:36](=[O:37])[C:35]3[CH:34]=[CH:33][C:32]([C:30]4[O:29][N:28]=[C:27]([CH3:26])[N:31]=4)=[CH:40][CH:39]=3)[CH2:11][CH:10]2[N:14]([CH3:25])[C:15](=[O:24])[CH2:16][C:17]2[CH:18]=[CH:19][C:20]([F:23])=[CH:21][CH:22]=2)[CH:5]=[CH:6][C:7]=1[Cl:8], predict the reactants needed to synthesize it. The reactants are: [Cl:1][C:2]1[CH:3]=[C:4]([CH:9]2[CH2:13][NH:12][CH2:11][CH:10]2[N:14]([CH3:25])[C:15](=[O:24])[CH2:16][C:17]2[CH:22]=[CH:21][C:20]([F:23])=[CH:19][CH:18]=2)[CH:5]=[CH:6][C:7]=1[Cl:8].[CH3:26][C:27]1[N:31]=[C:30]([C:32]2[CH:40]=[CH:39][C:35]([C:36](O)=[O:37])=[CH:34][CH:33]=2)[O:29][N:28]=1.